The task is: Predict the product of the given reaction.. This data is from Forward reaction prediction with 1.9M reactions from USPTO patents (1976-2016). (1) Given the reactants [C:1]([C:3]1[C:4](=[O:23])[N:5]([C:11]2[C:16]([F:17])=[CH:15][C:14]([NH:18][C:19](=O)[CH3:20])=[CH:13][C:12]=2[F:22])[CH:6]=[CH:7][C:8]=1OC)#[N:2].[OH2:24].[NH2:25][NH2:26].C(O)C, predict the reaction product. The product is: [NH2:2][C:1]1[C:3]2[C:4](=[O:23])[N:5]([C:11]3[C:12]([F:22])=[CH:13][C:14]([NH:18][C:19](=[O:24])[CH3:20])=[CH:15][C:16]=3[F:17])[CH:6]=[CH:7][C:8]=2[NH:26][N:25]=1. (2) Given the reactants Cl.Cl.C[O:4][C:5](=[O:55])[C@@H:6]([NH:22][C:23]([C@@H:25]1[CH2:34][C:33]2[CH:32]=[C:31]3[O:35][CH2:36][C@H:37]([C:39]4[CH:44]=[CH:43][C:42]([O:45][CH2:46][C:47]5[CH:52]=[CH:51][C:50]([Cl:53])=[C:49]([Cl:54])[CH:48]=5)=[CH:41][CH:40]=4)[O:38][C:30]3=[CH:29][C:28]=2[CH2:27][NH:26]1)=[O:24])[CH2:7][C:8]1[CH:13]=[CH:12][C:11]([C:14]2[CH:19]=[CH:18][N:17]=[C:16]([CH3:20])[C:15]=2[CH3:21])=[CH:10][CH:9]=1.[CH3:56][S:57](Cl)(=[O:59])=[O:58].S(Cl)(Cl)(=O)=O, predict the reaction product. The product is: [Cl:54][C:49]1[CH:48]=[C:47]([CH:52]=[CH:51][C:50]=1[Cl:53])[CH2:46][O:45][C:42]1[CH:43]=[CH:44][C:39]([C@H:37]2[CH2:36][O:35][C:31]3=[CH:32][C:33]4[CH2:34][C@@H:25]([C:23]([NH:22][C@@H:6]([CH2:7][C:8]5[CH:13]=[CH:12][C:11]([C:14]6[CH:19]=[CH:18][N:17]=[C:16]([CH3:20])[C:15]=6[CH3:21])=[CH:10][CH:9]=5)[C:5]([OH:4])=[O:55])=[O:24])[N:26]([S:57]([CH3:56])(=[O:59])=[O:58])[CH2:27][C:28]=4[CH:29]=[C:30]3[O:38]2)=[CH:40][CH:41]=1. (3) Given the reactants [S:1](Cl)(=[O:4])(=[O:3])[NH2:2].[Si:6]([O:13][C@H:14]1[CH2:18][C@H:17]([C:19]2[C:23]3[N:24]=[CH:25][N:26]=[C:27]([NH:28][CH2:29][CH:30]4[CH2:35][CH2:34][CH2:33][CH2:32][CH2:31]4)[C:22]=3[S:21][CH:20]=2)[CH2:16][C@H:15]1[CH2:36][OH:37])([C:9]([CH3:12])([CH3:11])[CH3:10])([CH3:8])[CH3:7].C(N(CC)CC)C, predict the reaction product. The product is: [S:1](=[O:4])(=[O:3])([O:37][CH2:36][C@@H:15]1[CH2:16][C@@H:17]([C:19]2[C:23]3[N:24]=[CH:25][N:26]=[C:27]([NH:28][CH2:29][CH:30]4[CH2:35][CH2:34][CH2:33][CH2:32][CH2:31]4)[C:22]=3[S:21][CH:20]=2)[CH2:18][C@@H:14]1[O:13][Si:6]([C:9]([CH3:12])([CH3:11])[CH3:10])([CH3:8])[CH3:7])[NH2:2]. (4) The product is: [Cl:20][C:21]1[CH:26]=[CH:25][C:24]([C:2]2[C:7]3=[N:8][C:9]([C:12]([N:14]4[CH2:18][CH2:17][CH:16]([OH:19])[CH2:15]4)=[O:13])=[CH:10][N:11]=[C:6]3[CH:5]=[N:4][CH:3]=2)=[CH:23][C:22]=1[F:30]. Given the reactants Br[C:2]1[C:7]2=[N:8][C:9]([C:12]([N:14]3[CH2:18][CH2:17][CH:16]([OH:19])[CH2:15]3)=[O:13])=[CH:10][N:11]=[C:6]2[CH:5]=[N:4][CH:3]=1.[Cl:20][C:21]1[CH:26]=[CH:25][C:24](B(O)O)=[CH:23][C:22]=1[F:30].C(=O)([O-])[O-].[Cs+].[Cs+].O1CCOCC1, predict the reaction product. (5) The product is: [Cl:8][C:4]1[N:3]=[C:2]([O:16][C@H:15]2[CH2:14][CH2:13][N:12]([C:17]([O:19][C:20]([CH3:22])([CH3:21])[CH3:23])=[O:18])[CH2:11][C@H:10]2[F:9])[CH:7]=[N:6][CH:5]=1. Given the reactants Cl[C:2]1[CH:7]=[N:6][CH:5]=[C:4]([Cl:8])[N:3]=1.[F:9][C@H:10]1[C@@H:15]([OH:16])[CH2:14][CH2:13][N:12]([C:17]([O:19][C:20]([CH3:23])([CH3:22])[CH3:21])=[O:18])[CH2:11]1.ClC1N=C(OC2CCN(C(OC(C)(C)C)=O)CC2)C=NC=1, predict the reaction product. (6) Given the reactants [F:1][C:2]1[CH:10]=[C:9]2[C:5]([C:6]([C:11]3[CH:12]=[CH:13][C:14]4[S:18](=[O:20])(=[O:19])[NH:17][CH:16]([C:21]([NH:23][CH3:24])=O)[C:15]=4[CH:25]=3)=[CH:7][NH:8]2)=[CH:4][CH:3]=1.Cl.C([O-])(O)=O.[Na+], predict the reaction product. The product is: [F:1][C:2]1[CH:10]=[C:9]2[C:5]([C:6]([C:11]3[CH:12]=[CH:13][C:14]4[S:18](=[O:20])(=[O:19])[NH:17][CH:16]([CH2:21][NH:23][CH3:24])[C:15]=4[CH:25]=3)=[CH:7][NH:8]2)=[CH:4][CH:3]=1.